Dataset: NCI-60 drug combinations with 297,098 pairs across 59 cell lines. Task: Regression. Given two drug SMILES strings and cell line genomic features, predict the synergy score measuring deviation from expected non-interaction effect. Drug 1: CCCS(=O)(=O)NC1=C(C(=C(C=C1)F)C(=O)C2=CNC3=C2C=C(C=N3)C4=CC=C(C=C4)Cl)F. Drug 2: CCCS(=O)(=O)NC1=C(C(=C(C=C1)F)C(=O)C2=CNC3=C2C=C(C=N3)C4=CC=C(C=C4)Cl)F. Cell line: 786-0. Synergy scores: CSS=4.45, Synergy_ZIP=-1.12, Synergy_Bliss=1.68, Synergy_Loewe=1.16, Synergy_HSA=1.73.